From a dataset of Full USPTO retrosynthesis dataset with 1.9M reactions from patents (1976-2016). Predict the reactants needed to synthesize the given product. (1) Given the product [Cl:1][C:2]1[N:3]([CH2:31][CH:32]([CH3:34])[CH3:33])[C:4](=[O:24])[C:5]2[N:6]([CH2:16][O:17][CH2:18][CH2:19][Si:20]([CH3:21])([CH3:23])[CH3:22])[C:7]([CH:11]3[CH2:12][CH2:13][CH2:14][CH2:15]3)=[N:8][C:9]=2[N:10]=1, predict the reactants needed to synthesize it. The reactants are: [Cl:1][C:2]1[NH:3][C:4](=[O:24])[C:5]2[N:6]([CH2:16][O:17][CH2:18][CH2:19][Si:20]([CH3:23])([CH3:22])[CH3:21])[C:7]([CH:11]3[CH2:15][CH2:14][CH2:13][CH2:12]3)=[N:8][C:9]=2[N:10]=1.C(=O)([O-])[O-].[Cs+].[Cs+].[CH2:31](Br)[CH:32]([CH3:34])[CH3:33]. (2) Given the product [OH:31][C:18]1[CH:19]=[C:20]([O:23][CH2:24][CH2:25][O:26][CH2:27][CH2:28][O:29][CH3:30])[CH:21]=[CH:22][C:17]=1[C:16]1[S:57][CH2:56][C@:52]([CH3:58])([C:53]([OH:55])=[O:54])[N:39]=1, predict the reactants needed to synthesize it. The reactants are: [CH3:30][O:29][CH2:28][CH2:27][O:26][CH2:25][CH2:24][O:23][C:20]1[CH:21]=[CH:22][C:17]([C:16](O[C:16](=[NH:39])[C:17]2[CH:22]=[CH:21][C:20]([O:23][CH2:24][CH2:25][O:26][CH2:27][CH2:28][O:29][CH3:30])=[CH:19][C:18]=2[O:31]S(C(F)(F)F)(=O)=O)=[NH:39])=[C:18]([O:31]S(C(F)(F)F)(=O)=O)[CH:19]=1.ClN[C@:52]([CH3:58])([CH2:56][SH:57])[C:53]([OH:55])=[O:54].CCN(CC)CC. (3) The reactants are: FC(F)(F)S(O[C:7]1[CH2:8][CH2:9][N:10](C(OC(C)(C)C)=O)[CH2:11][CH:12]=1)(=O)=O.[CH3:22][O:23][C:24]1[CH:29]=[CH:28][CH:27]=[CH:26][C:25]=1B(O)O.[Cl-:33].[Li+].C(=O)([O-])[O-].[Na+].[Na+]. Given the product [ClH:33].[CH3:22][O:23][C:24]1[CH:29]=[CH:28][CH:27]=[CH:26][C:25]=1[CH:7]1[CH2:12][CH2:11][NH:10][CH2:9][CH2:8]1, predict the reactants needed to synthesize it. (4) Given the product [N:1]1([CH2:6][C:7]2[CH:8]=[C:9]([CH:38]=[C:39]([Cl:41])[CH:40]=2)/[CH:10]=[CH:11]/[C:12]2[CH:13]=[CH:14][C:15]([N:18]3[CH2:19][CH2:20][N:21]([S:24]([CH3:27])(=[O:25])=[O:26])[CH2:22][CH2:23]3)=[CH:16][CH:17]=2)[CH:5]=[CH:4][N:3]=[CH:2]1, predict the reactants needed to synthesize it. The reactants are: [N:1]1([CH2:6][C:7]2[CH:8]=[C:9]([CH:38]=[C:39]([Cl:41])[CH:40]=2)/[CH:10]=[CH:11]/[C:12]2[CH:17]=[CH:16][C:15]([N:18]3[CH2:23][CH2:22][N:21]([S:24]([C:27]4C=CC=C(OC(F)(F)F)C=4)(=[O:26])=[O:25])[CH2:20][CH2:19]3)=[CH:14][CH:13]=2)[CH:5]=[CH:4][N:3]=[CH:2]1.CS(Cl)(=O)=O.FC(F)(F)OC1C=C(S(Cl)(=O)=O)C=CC=1. (5) Given the product [CH:18]([NH:21][C:4](=[O:17])[C:5]([N:7]1[CH2:11][CH2:10][CH:9]([C:12]([O:14][CH3:15])=[O:13])[C@@H:8]1[CH3:16])=[O:6])([CH3:20])[CH3:19], predict the reactants needed to synthesize it. The reactants are: C(O[C:4](=[O:17])[C:5]([N:7]1[CH2:11][CH2:10][C@H:9]([C:12]([O:14][CH3:15])=[O:13])[C@@H:8]1[CH3:16])=[O:6])C.[CH:18]([NH2:21])([CH3:20])[CH3:19]. (6) Given the product [F:88][C:89]([F:94])([F:93])[C:90]([OH:92])=[O:91].[F:88][C:89]([F:94])([F:93])[C:90]([OH:92])=[O:91].[NH2:32][C@@H:24]([CH2:23][CH2:22][C:21](=[O:40])[NH:20][C@@H:19]([CH3:41])[C:18](=[O:42])[O:17][C@@H:16]([CH2:15][O:14][C:13]1[CH:12]=[CH:11][C:10]([C:6]2[C:5]([C:72]#[N:73])=[C:4]([S:74][CH2:75][C:76]3[N:77]=[C:78]([C:81]4[CH:82]=[CH:83][C:84]([Cl:87])=[CH:85][CH:86]=4)[O:79][CH:80]=3)[N:3]=[C:2]([NH2:1])[C:7]=2[C:8]#[N:9])=[CH:71][CH:70]=1)[CH2:43][O:44][C:45](=[O:69])[C@H:46]([CH3:68])[NH:47][C:48](=[O:67])[CH2:49][CH2:50][C@H:51]([NH2:59])[C:52]([OH:54])=[O:53])[C:25]([OH:27])=[O:26], predict the reactants needed to synthesize it. The reactants are: [NH2:1][C:2]1[C:7]([C:8]#[N:9])=[C:6]([C:10]2[CH:71]=[CH:70][C:13]([O:14][CH2:15][C@@H:16]([CH2:43][O:44][C:45](=[O:69])[C@H:46]([CH3:68])[NH:47][C:48](=[O:67])[CH2:49][CH2:50][C@H:51]([NH:59]C(OC(C)(C)C)=O)[C:52]([O:54]C(C)(C)C)=[O:53])[O:17][C:18](=[O:42])[C@H:19]([CH3:41])[NH:20][C:21](=[O:40])[CH2:22][CH2:23][C@H:24]([NH:32]C(OC(C)(C)C)=O)[C:25]([O:27]C(C)(C)C)=[O:26])=[CH:12][CH:11]=2)[C:5]([C:72]#[N:73])=[C:4]([S:74][CH2:75][C:76]2[N:77]=[C:78]([C:81]3[CH:86]=[CH:85][C:84]([Cl:87])=[CH:83][CH:82]=3)[O:79][CH:80]=2)[N:3]=1.[F:88][C:89]([F:94])([F:93])[C:90]([OH:92])=[O:91]. (7) Given the product [Br:29][C:30]1[C:31]([C:36]2[N:40]=[CH:39][NH:38][N:37]=2)=[C:32]([NH:35][C:26](=[O:28])[CH2:25][C:22]2[CH:21]=[CH:20][CH:19]=[C:18]3[C:23]=2[CH:24]=[C:15]([F:14])[CH:16]=[N:17]3)[S:33][CH:34]=1, predict the reactants needed to synthesize it. The reactants are: FC1C=NC2C=CC=C(N)C=2C=1.Cl.[F:14][C:15]1[CH:16]=[N:17][C:18]2[C:23]([CH:24]=1)=[C:22]([CH2:25][C:26]([OH:28])=O)[CH:21]=[CH:20][CH:19]=2.[Br:29][C:30]1[C:31]([C:36]2[NH:40][CH:39]=[N:38][N:37]=2)=[C:32]([NH2:35])[S:33][CH:34]=1. (8) Given the product [CH3:1][O:2][C:3](=[O:39])[CH2:4][CH:5]([C:6]1[C:11]([CH2:12][N:13]([CH2:20][C:21]2[CH:22]=[C:23]([C:31]([F:34])([F:32])[F:33])[CH:24]=[C:25]([C:27]([F:28])([F:29])[F:30])[CH:26]=2)[C:14]2[N:15]=[N:16][N:17]([CH3:19])[N:18]=2)=[CH:10][C:9]([C:35]([F:36])([F:38])[F:37])=[CH:8][N:7]=1)[NH:41][CH3:40], predict the reactants needed to synthesize it. The reactants are: [CH3:1][O:2][C:3](=[O:39])/[CH:4]=[CH:5]/[C:6]1[C:11]([CH2:12][N:13]([CH2:20][C:21]2[CH:26]=[C:25]([C:27]([F:30])([F:29])[F:28])[CH:24]=[C:23]([C:31]([F:34])([F:33])[F:32])[CH:22]=2)[C:14]2[N:15]=[N:16][N:17]([CH3:19])[N:18]=2)=[CH:10][C:9]([C:35]([F:38])([F:37])[F:36])=[CH:8][N:7]=1.[CH3:40][NH2:41]. (9) Given the product [CH2:1]([O:3][C:4](=[O:29])[CH2:5][CH2:6][CH2:7][O:8][C:9]1[CH:14]=[CH:13][CH:12]=[C:11]([CH2:15][CH2:16][CH2:17][CH2:18][CH2:19][CH2:20][O:43][C:33]2[CH:34]=[C:35]([S:37]([CH:40]([CH3:41])[CH3:42])(=[O:39])=[O:38])[CH:36]=[C:31]([Br:30])[CH:32]=2)[C:10]=1[CH2:22][CH2:23][C:24]([O:26][CH2:27][CH3:28])=[O:25])[CH3:2], predict the reactants needed to synthesize it. The reactants are: [CH2:1]([O:3][C:4](=[O:29])[CH2:5][CH2:6][CH2:7][O:8][C:9]1[CH:14]=[CH:13][CH:12]=[C:11]([CH2:15][CH2:16][CH2:17][CH2:18][CH2:19][CH2:20]Br)[C:10]=1[CH2:22][CH2:23][C:24]([O:26][CH2:27][CH3:28])=[O:25])[CH3:2].[Br:30][C:31]1[CH:32]=[C:33]([OH:43])[CH:34]=[C:35]([S:37]([CH:40]([CH3:42])[CH3:41])(=[O:39])=[O:38])[CH:36]=1.C(=O)([O-])[O-].[K+].[K+]. (10) Given the product [CH3:38][C:35]1[O:34][C:33]([N:23]2[CH2:24][CH2:25][C:20]3[N:19]([CH:26]4[CH2:31][CH2:30][O:29][CH2:28][CH2:27]4)[N:18]=[C:17]([N:13]4[C:14]5[C:9](=[CH:8][C:7]([C:5]6[CH:4]=[N:3][N:2]([CH3:1])[CH:6]=6)=[CH:16][CH:15]=5)[CH2:10][CH2:11][CH2:12]4)[C:21]=3[CH2:22]2)=[N:37][N:36]=1, predict the reactants needed to synthesize it. The reactants are: [CH3:1][N:2]1[CH:6]=[C:5]([C:7]2[CH:8]=[C:9]3[C:14](=[CH:15][CH:16]=2)[N:13]([C:17]2[C:21]4[CH2:22][NH:23][CH2:24][CH2:25][C:20]=4[N:19]([CH:26]4[CH2:31][CH2:30][O:29][CH2:28][CH2:27]4)[N:18]=2)[CH2:12][CH2:11][CH2:10]3)[CH:4]=[N:3]1.Br[C:33]1[O:34][C:35]([CH3:38])=[N:36][N:37]=1.C(O[Na])(C)(C)C.O1CCOCC1.